Dataset: Full USPTO retrosynthesis dataset with 1.9M reactions from patents (1976-2016). Task: Predict the reactants needed to synthesize the given product. (1) The reactants are: Br[C:2]1[CH:7]=[CH:6][C:5]([C:8]([N:10]2[CH2:14][CH2:13][CH2:12][C@H:11]2[CH2:15][N:16]2[CH2:20][CH2:19][CH2:18][CH2:17]2)=[O:9])=[C:4]([F:21])[CH:3]=1.[CH3:22][S:23]([C:26]1[CH:27]=[C:28](B(O)O)[CH:29]=[CH:30][CH:31]=1)(=[O:25])=[O:24]. Given the product [F:21][C:4]1[CH:3]=[C:2]([C:30]2[CH:29]=[CH:28][CH:27]=[C:26]([S:23]([CH3:22])(=[O:25])=[O:24])[CH:31]=2)[CH:7]=[CH:6][C:5]=1[C:8]([N:10]1[CH2:14][CH2:13][CH2:12][C@H:11]1[CH2:15][N:16]1[CH2:20][CH2:19][CH2:18][CH2:17]1)=[O:9], predict the reactants needed to synthesize it. (2) Given the product [F:34][C:26]1[CH:25]=[C:24]([S:21]([NH:20][CH:19]2[C:13]3[CH:12]=[CH:11][CH:10]=[C:9]([O:8][CH2:7][C:6]([OH:35])=[O:5])[C:14]=3[CH2:15][CH2:16][CH2:17][CH2:18]2)(=[O:23])=[O:22])[CH:29]=[C:28]([C:30]([F:32])([F:33])[F:31])[CH:27]=1, predict the reactants needed to synthesize it. The reactants are: C([O:5][C:6](=[O:35])[CH2:7][O:8][C:9]1[C:14]2[CH2:15][CH2:16][CH2:17][CH2:18][CH:19]([NH:20][S:21]([C:24]3[CH:29]=[C:28]([C:30]([F:33])([F:32])[F:31])[CH:27]=[C:26]([F:34])[CH:25]=3)(=[O:23])=[O:22])[C:13]=2[CH:12]=[CH:11][CH:10]=1)(C)(C)C.[OH-].[Na+]. (3) Given the product [Cl:1][C:2]1[CH:7]=[CH:6][C:5]([N:8]([S:15]([C:18]2[CH:23]=[CH:22][C:21]([O:24][CH3:25])=[C:20]([O:26][CH3:27])[CH:19]=2)(=[O:16])=[O:17])[C@H:9]([C:11]([OH:13])=[O:12])[CH3:10])=[C:4]([CH2:28][C:29]2[C:34]([F:35])=[CH:33][CH:32]=[CH:31][C:30]=2[F:36])[CH:3]=1, predict the reactants needed to synthesize it. The reactants are: [Cl:1][C:2]1[CH:7]=[CH:6][C:5]([N:8]([S:15]([C:18]2[CH:23]=[CH:22][C:21]([O:24][CH3:25])=[C:20]([O:26][CH3:27])[CH:19]=2)(=[O:17])=[O:16])[C@H:9]([C:11]([O:13]C)=[O:12])[CH3:10])=[C:4]([CH2:28][C:29]2[C:34]([F:35])=[CH:33][CH:32]=[CH:31][C:30]=2[F:36])[CH:3]=1.O.[OH-].[Li+]. (4) Given the product [F:44][C:40]1[CH:39]=[C:38]([C@H:37]2[O:36][C:35](=[O:45])[NH:34][C@@H:33]2[C:29]2[CH:30]=[N:31][CH:32]=[C:27]([C:47]#[C:46][C:48]3([OH:54])[CH2:53][CH2:52][CH2:51][CH2:50][CH2:49]3)[CH:28]=2)[CH:43]=[CH:42][CH:41]=1, predict the reactants needed to synthesize it. The reactants are: CN(C)CC#CC1C=C([C@@H]2[C@@H](C3C=CC=C(F)C=3)OC(=O)N2)C=NC=1.Br[C:27]1[CH:28]=[C:29]([C@@H:33]2[C@@H:37]([C:38]3[CH:43]=[CH:42][CH:41]=[C:40]([F:44])[CH:39]=3)[O:36][C:35](=[O:45])[NH:34]2)[CH:30]=[N:31][CH:32]=1.[C:46]([C:48]1([OH:54])[CH2:53][CH2:52][CH2:51][CH2:50][CH2:49]1)#[CH:47]. (5) Given the product [N+:1]([O:4][C@@H:5]([CH2:12][O:13][N+:14]([O-:16])=[O:15])[CH2:6][CH2:7][CH2:8][C:9]([O:11][CH:18]([Cl:20])[CH3:17])=[O:10])([O-:3])=[O:2], predict the reactants needed to synthesize it. The reactants are: [N+:1]([O:4][C@@H:5]([CH2:12][O:13][N+:14]([O-:16])=[O:15])[CH2:6][CH2:7][CH2:8][C:9]([OH:11])=[O:10])([O-:3])=[O:2].[C:17](Cl)(=O)[C:18]([Cl:20])=O.C(=O)C. (6) Given the product [CH:1]1([N:4]([CH2:17][CH2:18][CH2:19][C:20]([O:22][CH2:23][CH3:24])=[O:21])[S:5]([C:8]2[CH:9]=[C:10]([CH:14]=[CH:15][CH:16]=2)[C:11]([NH:31][C:32]2[S:33][C:34]3[CH2:61][CH2:60][CH2:59][CH2:58][C:35]=3[C:36]=2[C:37]([NH:39][C:40]2[CH:41]=[CH:42][C:43]([CH2:46][CH2:47][C:48]3[CH:49]=[CH:50][C:51]([C:52]([O:54][CH3:55])=[O:53])=[CH:56][CH:57]=3)=[CH:44][CH:45]=2)=[O:38])=[O:12])(=[O:7])=[O:6])[CH2:2][CH2:3]1, predict the reactants needed to synthesize it. The reactants are: [CH:1]1([N:4]([CH2:17][CH2:18][CH2:19][C:20]([O:22][CH2:23][CH3:24])=[O:21])[S:5]([C:8]2[CH:9]=[C:10]([CH:14]=[CH:15][CH:16]=2)[C:11](O)=[O:12])(=[O:7])=[O:6])[CH2:3][CH2:2]1.C(Cl)(=O)C(Cl)=O.[NH2:31][C:32]1[S:33][C:34]2[CH2:61][CH2:60][CH2:59][CH2:58][C:35]=2[C:36]=1[C:37]([NH:39][C:40]1[CH:45]=[CH:44][C:43]([CH2:46][CH2:47][C:48]2[CH:57]=[CH:56][C:51]([C:52]([O:54][CH3:55])=[O:53])=[CH:50][CH:49]=2)=[CH:42][CH:41]=1)=[O:38]. (7) Given the product [CH3:18][C:9]1[C:8]([C:24]2[CH:25]=[CH:26][CH:27]=[CH:28][C:23]=2[Br:22])=[C:31]([C:30]([OH:33])=[O:32])[C:16]([CH3:17])=[C:11]([CH:10]=1)[C:12]([OH:14])=[O:13], predict the reactants needed to synthesize it. The reactants are: C(=O)([O-])[O-].[K+].[K+].F[C:8]1[CH:17]=[CH:16][C:11]([C:12]([O:14]C)=[O:13])=[CH:10][C:9]=1[C:18](OC)=O.[Br:22][C:23]1[CH:28]=[CH:27][CH:26]=[CH:25][C:24]=1O.[C:30]([O:33]CC)(=[O:32])[CH3:31].